From a dataset of Forward reaction prediction with 1.9M reactions from USPTO patents (1976-2016). Predict the product of the given reaction. Given the reactants [Cl:1][C:2]1[CH:3]=[C:4]([C:9]2([C:22]([F:25])([F:24])[F:23])[O:13][N:12]=[C:11]([C:14]3[CH:15]=[CH:16][C:17]([CH3:21])=[C:18]([CH:20]=3)[NH2:19])[CH2:10]2)[CH:5]=[C:6]([Cl:8])[CH:7]=1.[C:26]1([CH3:35])[C:27]([C:32](O)=[O:33])=[CH:28][CH:29]=[CH:30][CH:31]=1.Cl.C(N(CC)CCCN=C=NCC)C.C(=O)([O-])O.[Na+], predict the reaction product. The product is: [Cl:1][C:2]1[CH:3]=[C:4]([C:9]2([C:22]([F:23])([F:25])[F:24])[O:13][N:12]=[C:11]([C:14]3[CH:15]=[CH:16][C:17]([CH3:21])=[C:18]([NH:19][C:32](=[O:33])[C:27]4[CH:28]=[CH:29][CH:30]=[CH:31][C:26]=4[CH3:35])[CH:20]=3)[CH2:10]2)[CH:5]=[C:6]([Cl:8])[CH:7]=1.